From a dataset of Catalyst prediction with 721,799 reactions and 888 catalyst types from USPTO. Predict which catalyst facilitates the given reaction. (1) Reactant: [CH3:1][C:2]1[C:7]([C:8]([OH:10])=O)=[CH:6][N:5]=[C:4]([C:11]2[CH:12]=[N:13][CH:14]=[CH:15][CH:16]=2)[N:3]=1.CN(C(ON1N=NC2C=CC(=CC1=2)Cl)=[N+](C)C)C.F[P-](F)(F)(F)(F)F.CCN(C(C)C)C(C)C.[F:51][C:52]1[CH:53]=[C:54]2[C:58](=[CH:59][CH:60]=1)[N:57]([NH2:61])[C:56]([CH3:62])=[CH:55]2. Product: [F:51][C:52]1[CH:53]=[C:54]2[C:58](=[CH:59][CH:60]=1)[N:57]([NH:61][C:8]([C:7]1[C:2]([CH3:1])=[N:3][C:4]([C:11]3[CH:12]=[N:13][CH:14]=[CH:15][CH:16]=3)=[N:5][CH:6]=1)=[O:10])[C:56]([CH3:62])=[CH:55]2. The catalyst class is: 303. (2) Reactant: [CH3:1][C:2]1[CH:13]=[C:12]([CH:14]2[CH2:18][CH2:17][O:16][CH2:15]2)[CH:11]=[C:10]([CH3:19])[C:3]=1[O:4][CH2:5][C:6](OC)=[O:7].[NH2:20][NH2:21]. Product: [CH3:1][C:2]1[CH:13]=[C:12]([CH:14]2[CH2:18][CH2:17][O:16][CH2:15]2)[CH:11]=[C:10]([CH3:19])[C:3]=1[O:4][CH2:5][C:6]([NH:20][NH2:21])=[O:7]. The catalyst class is: 14. (3) Product: [F:8][C:5]1[CH:6]=[CH:7][C:2]([C:15]#[N:16])=[C:3]([C:9]2[N:10]=[N:11][N:12]([CH3:14])[N:13]=2)[CH:4]=1. The catalyst class is: 3. Reactant: Br[C:2]1[CH:7]=[CH:6][C:5]([F:8])=[CH:4][C:3]=1[C:9]1[N:10]=[N:11][N:12]([CH3:14])[N:13]=1.[C:15]([Cu])#[N:16].